Dataset: Peptide-MHC class I binding affinity with 185,985 pairs from IEDB/IMGT. Task: Regression. Given a peptide amino acid sequence and an MHC pseudo amino acid sequence, predict their binding affinity value. This is MHC class I binding data. (1) The peptide sequence is NVISSKISY. The MHC is HLA-A68:01 with pseudo-sequence HLA-A68:01. The binding affinity (normalized) is 0.438. (2) The peptide sequence is FLRNFRTTL. The MHC is HLA-C12:03 with pseudo-sequence HLA-C12:03. The binding affinity (normalized) is 0.723. (3) The peptide sequence is KSYSLIRPK. The MHC is HLA-B35:01 with pseudo-sequence HLA-B35:01. The binding affinity (normalized) is 0. (4) The peptide sequence is LEENITALL. The MHC is Mamu-B01 with pseudo-sequence Mamu-B01. The binding affinity (normalized) is 0. (5) The peptide sequence is RGRKPIFRK. The MHC is HLA-A29:02 with pseudo-sequence HLA-A29:02. The binding affinity (normalized) is 0.0847.